This data is from Full USPTO retrosynthesis dataset with 1.9M reactions from patents (1976-2016). The task is: Predict the reactants needed to synthesize the given product. (1) Given the product [CH3:1][N:2]([CH3:3])[S:8]([C:11]1[CH:12]=[CH:13][C:14]([CH2:15][C:16]2[CH:17]=[CH:18][C:19]([N+:22]([O-:24])=[O:23])=[CH:20][CH:21]=2)=[CH:25][CH:26]=1)(=[O:9])=[O:10], predict the reactants needed to synthesize it. The reactants are: [CH3:1][NH:2][CH3:3].ClCCl.Cl[S:8]([C:11]1[CH:26]=[CH:25][C:14]([CH2:15][C:16]2[CH:21]=[CH:20][C:19]([N+:22]([O-:24])=[O:23])=[CH:18][CH:17]=2)=[CH:13][CH:12]=1)(=[O:10])=[O:9]. (2) Given the product [CH2:1]([O:3][CH:4]([O:14][CH2:15][CH3:16])[CH2:5][O:6][C:7]1[CH:8]=[CH:9][C:10]([O:46][C:43]2[CH:44]=[C:45]3[C:40](=[CH:41][CH:42]=2)[N:39]=[CH:38][N:37]=[C:36]3[NH:35][C:32]2[CH:33]=[CH:34][N:30]([CH3:29])[N:31]=2)=[N:11][CH:12]=1)[CH3:2], predict the reactants needed to synthesize it. The reactants are: [CH2:1]([O:3][CH:4]([O:14][CH2:15][CH3:16])[CH2:5][O:6][C:7]1[CH:8]=[CH:9][C:10](F)=[N:11][CH:12]=1)[CH3:2].CC(C)([O-])C.[K+].CN(C)C(=O)C.[CH3:29][N:30]1[CH:34]=[CH:33][C:32]([NH:35][C:36]2[C:45]3[C:40](=[CH:41][CH:42]=[C:43]([OH:46])[CH:44]=3)[N:39]=[CH:38][N:37]=2)=[N:31]1. (3) Given the product [O:1]=[C:2]1[CH2:3][CH2:4][N:5]([C:8]([O:10][C:11]([CH3:14])([CH3:13])[CH3:12])=[O:9])[CH2:6][CH2:7]1, predict the reactants needed to synthesize it. The reactants are: [OH:1][CH:2]1[CH2:7][CH2:6][N:5]([C:8]([O:10][C:11]([CH3:14])([CH3:13])[CH3:12])=[O:9])[CH2:4][CH2:3]1.CC(OI1(OC(C)=O)(OC(C)=O)OC(=O)C2C=CC=CC1=2)=O. (4) Given the product [NH2:1][C:2]1[N:10]=[CH:9][N:8]=[C:7]2[C:3]=1[N:4]=[C:5]([S:17][C:18]1[CH:19]=[CH:20][CH:21]=[C:22]3[C:27]=1[N:26]=[CH:25][CH:24]=[CH:23]3)[N:6]2[CH2:11][CH2:12][OH:13], predict the reactants needed to synthesize it. The reactants are: [NH2:1][C:2]1[N:10]=[CH:9][N:8]=[C:7]2[C:3]=1[N:4]=[C:5]([S:17][C:18]1[CH:19]=[CH:20][CH:21]=[C:22]3[C:27]=1[N:26]=[CH:25][CH:24]=[CH:23]3)[N:6]2[CH2:11][CH2:12][O:13]C(=O)C. (5) Given the product [CH2:1]([O:3][C:4]([C:5]1([CH3:6])[CH2:9][CH2:8][N:7]1[CH2:11][C:12]1[CH:17]=[CH:16][CH:15]=[CH:14][CH:13]=1)=[O:18])[CH3:2], predict the reactants needed to synthesize it. The reactants are: [CH2:1]([O:3][C:4](=[O:18])[CH:5]([N:7]([CH2:11][C:12]1[CH:17]=[CH:16][CH:15]=[CH:14][CH:13]=1)[CH2:8][CH2:9]Cl)[CH3:6])[CH3:2].C[Si]([N-][Si](C)(C)C)(C)C.[K+].C(O)(=O)C. (6) Given the product [Cl:15][C:16]1[CH:17]=[C:18]([NH:19][C:9](=[O:11])[C:8]2[CH:7]=[C:6]([CH:5]=[CH:4][C:3]=2[O:2][CH3:1])[C:12]([NH2:14])=[O:13])[CH:20]=[CH:21][C:22]=1[CH3:23], predict the reactants needed to synthesize it. The reactants are: [CH3:1][O:2][C:3]1[C:8]([C:9]([OH:11])=O)=[CH:7][C:6]([C:12]([NH2:14])=[O:13])=[CH:5][CH:4]=1.[Cl:15][C:16]1[CH:17]=[C:18]([CH:20]=[CH:21][C:22]=1[CH3:23])[NH2:19]. (7) Given the product [CH2:2]1[CH2:1][O:4][C:16]2([CH2:17][CH2:18][CH2:19][CH:14]([S:11]([C:5]3[CH:10]=[CH:9][CH:8]=[CH:7][CH:6]=3)(=[O:12])=[O:13])[CH2:15]2)[O:3]1, predict the reactants needed to synthesize it. The reactants are: [CH2:1]([OH:4])[CH2:2][OH:3].[C:5]1([S:11]([CH:14]2[CH2:19][CH2:18][CH2:17][C:16](=O)[CH2:15]2)(=[O:13])=[O:12])[CH:10]=[CH:9][CH:8]=[CH:7][CH:6]=1.C(=O)(O)[O-].[Na+]. (8) Given the product [Br:39][C:40]1[CH:46]=[CH:45][C:43]([NH:44][C:29]([C:27]2[C:26]([O:34][CH2:35][CH:36]([F:37])[F:38])=[CH:25][C:23]3[NH:24][C:20]([NH:19][C:3]4[CH:4]=[C:5]([CH2:8][NH:9][C:10]([C:12]5([C:15]([F:18])([F:17])[F:16])[CH2:13][CH2:14]5)=[O:11])[CH:6]=[CH:7][C:2]=4[Cl:1])=[N:21][C:22]=3[CH:28]=2)=[O:31])=[CH:42][CH:41]=1, predict the reactants needed to synthesize it. The reactants are: [Cl:1][C:2]1[CH:7]=[CH:6][C:5]([CH2:8][NH:9][C:10]([C:12]2([C:15]([F:18])([F:17])[F:16])[CH2:14][CH2:13]2)=[O:11])=[CH:4][C:3]=1[NH:19][C:20]1[NH:24][C:23]2[CH:25]=[C:26]([O:34][CH2:35][CH:36]([F:38])[F:37])[C:27]([C:29]([O:31]CC)=O)=[CH:28][C:22]=2[N:21]=1.[Br:39][C:40]1[CH:46]=[CH:45][C:43]([NH2:44])=[CH:42][CH:41]=1.C[Al](C)C.C1(C)C=CC=CC=1.